Task: Predict the reaction yield, written as a fraction of the theoretical maximum amount of product (1.0 means a 100% yield; for example, 0.34 means a 34% yield).. Dataset: Reaction yield outcomes from USPTO patents with 853,638 reactions The product is [Cl:23][C:17]1[CH:18]=[CH:19][CH:20]=[C:21]([Cl:22])[C:16]=1[C:15]1[S:7][C:8]2[CH:9]=[N:10][CH:11]=[CH:12][C:13]=2[N:14]=1. The catalyst is Cl. The reactants are C(N(C(C)C)C([S:7][C:8]1[CH:9]=[N:10][CH:11]=[CH:12][C:13]=1[NH:14][C:15](=O)[C:16]1[C:21]([Cl:22])=[CH:20][CH:19]=[CH:18][C:17]=1[Cl:23])=S)(C)C.[OH-].[Na+]. The yield is 0.760.